Dataset: Reaction yield outcomes from USPTO patents with 853,638 reactions. Task: Predict the reaction yield, written as a fraction of the theoretical maximum amount of product (1.0 means a 100% yield; for example, 0.34 means a 34% yield). (1) The reactants are Br[C:2]1[CH:11]=[CH:10][C:9]2[C:4](=[C:5]([Br:12])[CH:6]=[CH:7][CH:8]=2)[N:3]=1.CCO.C([O-])([O-])=O.[Na+].[Na+].[C:22]1(B(O)O)[CH:27]=[CH:26][CH:25]=[CH:24][CH:23]=1. The catalyst is C1(C)C=CC=CC=1.CCOC(C)=O.C1C=CC([P]([Pd]([P](C2C=CC=CC=2)(C2C=CC=CC=2)C2C=CC=CC=2)([P](C2C=CC=CC=2)(C2C=CC=CC=2)C2C=CC=CC=2)[P](C2C=CC=CC=2)(C2C=CC=CC=2)C2C=CC=CC=2)(C2C=CC=CC=2)C2C=CC=CC=2)=CC=1.O. The product is [Br:12][C:5]1[CH:6]=[CH:7][CH:8]=[C:9]2[C:4]=1[N:3]=[C:2]([C:22]1[CH:27]=[CH:26][CH:25]=[CH:24][CH:23]=1)[CH:11]=[CH:10]2. The yield is 0.760. (2) The reactants are Br[C:2]1[CH:7]=[CH:6][CH:5]=[CH:4][CH:3]=1.[C:8]1(B(O)O)[C:17]2[C:12](=[CH:13][CH:14]=[CH:15][CH:16]=2)[CH:11]=[CH:10][CH:9]=1.C(N(CC)CC)C. No catalyst specified. The product is [C:2]1([C:16]2[C:17]3[C:12](=[CH:11][CH:10]=[CH:9][CH:8]=3)[CH:13]=[CH:14][CH:15]=2)[CH:7]=[CH:6][CH:5]=[CH:4][CH:3]=1. The yield is 0.980. (3) The reactants are Cl.[CH3:2][O:3][C:4]1[CH:5]=[C:6]2[C:10](=[CH:11][CH:12]=1)[NH:9][CH:8]=[CH:7]2.C(O[CH2:17][CH3:18])(=O)C.[C:19](=[O:22])([O-])[O-].[Na+].[Na+]. The catalyst is C(OC(=O)C)(=O)C.O. The product is [CH3:2][O:3][C:4]1[CH:5]=[C:6]2[C:10](=[CH:11][CH:12]=1)[NH:9][CH:8]=[C:7]2[C:19](=[O:22])[CH2:6][C:7]1[CH:8]=[N:9][CH:10]=[CH:17][CH:18]=1. The yield is 0.480. (4) The reactants are Br[C:2]1[CH:3]=[CH:4][C:5]([C:13]([OH:15])=[O:14])=[N:6][C:7]=1[O:8][CH2:9][CH:10]1[CH2:12][CH2:11]1.[CH:16]1(B(O)O)[CH2:18][CH2:17]1.C1(P(C2CCCCC2)C2CCCCC2)CCCCC1.P([O-])([O-])([O-])=O.[K+].[K+].[K+]. The catalyst is C1(C)C=CC=CC=1.O.C([O-])(=O)C.C([O-])(=O)C.[Pd+2]. The product is [CH:16]1([C:2]2[CH:3]=[CH:4][C:5]([C:13]([OH:15])=[O:14])=[N:6][C:7]=2[O:8][CH2:9][CH:10]2[CH2:12][CH2:11]2)[CH2:18][CH2:17]1. The yield is 0.750. (5) The reactants are [NH2:1][C:2]1[C:7]2[C:8]([C:11]3[C:12]([F:27])=[C:13]4[C:17](=[CH:18][CH:19]=3)[N:16](C(OC(C)(C)C)=O)[CH2:15][CH2:14]4)=[CH:9][O:10][C:6]=2[CH:5]=[CH:4][N:3]=1.Cl.O1CCOCC1. No catalyst specified. The product is [F:27][C:12]1[C:11]([C:8]2[C:7]3[C:2]([NH2:1])=[N:3][CH:4]=[CH:5][C:6]=3[O:10][CH:9]=2)=[CH:19][CH:18]=[C:17]2[C:13]=1[CH2:14][CH2:15][NH:16]2. The yield is 1.00.